From a dataset of Catalyst prediction with 721,799 reactions and 888 catalyst types from USPTO. Predict which catalyst facilitates the given reaction. Reactant: [C:1]([O:5][C:6]([N:8]1[CH2:13][CH2:12][CH:11]([C:14]2[C:23]3[C:18](=[CH:19][C:20](F)=[C:21]([F:24])[CH:22]=3)[N:17]=[CH:16][N:15]=2)[CH2:10][CH2:9]1)=[O:7])([CH3:4])([CH3:3])[CH3:2].[NH:26]1[CH2:31][CH2:30][O:29][CH2:28][CH2:27]1. Product: [C:1]([O:5][C:6]([N:8]1[CH2:13][CH2:12][CH:11]([C:14]2[C:23]3[C:18](=[CH:19][C:20]([N:26]4[CH2:31][CH2:30][O:29][CH2:28][CH2:27]4)=[C:21]([F:24])[CH:22]=3)[N:17]=[CH:16][N:15]=2)[CH2:10][CH2:9]1)=[O:7])([CH3:2])([CH3:3])[CH3:4]. The catalyst class is: 774.